Dataset: Forward reaction prediction with 1.9M reactions from USPTO patents (1976-2016). Task: Predict the product of the given reaction. Given the reactants Cl.[NH2:2][C:3]1[N:8]=[CH:7][C:6](/[CH:9]=[CH:10]/[C:11]([OH:13])=O)=[CH:5][C:4]=1[CH2:14][N:15]1[CH2:20][CH2:19][CH2:18][CH2:17][CH2:16]1.Cl.[CH3:22][N:23]1[CH2:29][C:28]2[CH:30]=[C:31](/[CH:34]=[CH:35]/[C:36](O)=O)C=N[C:27]=2[NH:26][C:25](=O)[CH2:24]1.CNCC1N(C)C2C(C=1)=CC=CC=2.CNCC1C=CC2C(=CC=CC=2)C=1CCC, predict the reaction product. The product is: [NH2:2][C:3]1[N:8]=[CH:7][C:6](/[CH:9]=[CH:10]/[C:11]([N:26]([CH3:27])[CH2:25][C:24]2[N:23]([CH3:22])[C:29]3[C:35]([CH:36]=2)=[CH:34][CH:31]=[CH:30][CH:28]=3)=[O:13])=[CH:5][C:4]=1[CH2:14][N:15]1[CH2:20][CH2:19][CH2:18][CH2:17][CH2:16]1.